From a dataset of TCR-epitope binding with 47,182 pairs between 192 epitopes and 23,139 TCRs. Binary Classification. Given a T-cell receptor sequence (or CDR3 region) and an epitope sequence, predict whether binding occurs between them. (1) Result: 1 (the TCR binds to the epitope). The TCR CDR3 sequence is CASSQDREQFF. The epitope is LEPLVDLPI. (2) The epitope is NLNESLIDL. The TCR CDR3 sequence is CASSLGEIASGELFF. Result: 0 (the TCR does not bind to the epitope). (3) The epitope is VLWAHGFEL. The TCR CDR3 sequence is CASSREGAGHYEQYF. Result: 0 (the TCR does not bind to the epitope). (4) The epitope is AVFDRKSDAK. The TCR CDR3 sequence is CASSSTTSGGELFF. Result: 0 (the TCR does not bind to the epitope). (5) The epitope is HTTDPSFLGRY. The TCR CDR3 sequence is CASSPTGSHQTEAFF. Result: 0 (the TCR does not bind to the epitope). (6) The epitope is YFPLQSYGF. The TCR CDR3 sequence is CASSQDRAKSSYEQYF. Result: 1 (the TCR binds to the epitope). (7) The epitope is TPGPGVRYPL. The TCR CDR3 sequence is CASSLDGGSNTEAFF. Result: 0 (the TCR does not bind to the epitope). (8) The epitope is MPASWVMRI. The TCR CDR3 sequence is CASSGGAAYEQYF. Result: 0 (the TCR does not bind to the epitope).